Dataset: NCI-60 drug combinations with 297,098 pairs across 59 cell lines. Task: Regression. Given two drug SMILES strings and cell line genomic features, predict the synergy score measuring deviation from expected non-interaction effect. (1) Drug 1: C1C(C(OC1N2C=NC3=C(N=C(N=C32)Cl)N)CO)O. Drug 2: CS(=O)(=O)CCNCC1=CC=C(O1)C2=CC3=C(C=C2)N=CN=C3NC4=CC(=C(C=C4)OCC5=CC(=CC=C5)F)Cl. Cell line: SNB-19. Synergy scores: CSS=27.8, Synergy_ZIP=-0.804, Synergy_Bliss=1.25, Synergy_Loewe=-27.6, Synergy_HSA=-0.306. (2) Drug 1: C1=CC(=CC=C1CCCC(=O)O)N(CCCl)CCCl. Drug 2: C1=CN(C=N1)CC(O)(P(=O)(O)O)P(=O)(O)O. Cell line: DU-145. Synergy scores: CSS=25.2, Synergy_ZIP=-10.4, Synergy_Bliss=-10.3, Synergy_Loewe=-10.5, Synergy_HSA=-9.91.